Task: Regression. Given a peptide amino acid sequence and an MHC pseudo amino acid sequence, predict their binding affinity value. This is MHC class II binding data.. Dataset: Peptide-MHC class II binding affinity with 134,281 pairs from IEDB (1) The peptide sequence is GELQIVDKIDAAKKI. The MHC is DRB1_1302 with pseudo-sequence DRB1_1302. The binding affinity (normalized) is 0.841. (2) The peptide sequence is ACCRTHDMCPDVMSAGES. The MHC is DRB4_0101 with pseudo-sequence DRB4_0103. The binding affinity (normalized) is 0. (3) The peptide sequence is AAATAGTTVEGAFAA. The MHC is HLA-DQA10102-DQB10602 with pseudo-sequence HLA-DQA10102-DQB10602. The binding affinity (normalized) is 0.665. (4) The peptide sequence is YDKFLANVLTVLTGK. The MHC is DRB3_0202 with pseudo-sequence DRB3_0202. The binding affinity (normalized) is 0.771.